The task is: Predict the reactants needed to synthesize the given product.. This data is from Full USPTO retrosynthesis dataset with 1.9M reactions from patents (1976-2016). (1) The reactants are: [I:1][C:2]1[CH:7]=[CH:6][N:5]=[C:4]([O:8][CH3:9])[C:3]=1[C:10]1[NH:11][C:12]2[C:17]([CH:18]=1)=[CH:16][CH:15]=[C:14]([NH2:19])[CH:13]=2.[F:20][CH:21]([F:25])[C:22](O)=[O:23].CN(C(ON1N=NC2C=CC=NC1=2)=[N+](C)C)C.F[P-](F)(F)(F)(F)F.O. Given the product [F:20][CH:21]([F:25])[C:22]([NH:19][C:14]1[CH:13]=[C:12]2[C:17]([CH:18]=[C:10]([C:3]3[C:4]([O:8][CH3:9])=[N:5][CH:6]=[CH:7][C:2]=3[I:1])[NH:11]2)=[CH:16][CH:15]=1)=[O:23], predict the reactants needed to synthesize it. (2) The reactants are: O[CH2:2][C:3]1[CH:23]=[CH:22][C:6]([O:7][CH2:8][C:9]2[N:10]=[C:11](/[CH:15]=[CH:16]/[C:17]([O:19][CH2:20][CH3:21])=[O:18])[O:12][C:13]=2[CH3:14])=[C:5]([O:24][CH3:25])[CH:4]=1.C1(C)C=CC=CC=1.S(Cl)([Cl:35])=O. Given the product [Cl:35][CH2:2][C:3]1[CH:23]=[CH:22][C:6]([O:7][CH2:8][C:9]2[N:10]=[C:11](/[CH:15]=[CH:16]/[C:17]([O:19][CH2:20][CH3:21])=[O:18])[O:12][C:13]=2[CH3:14])=[C:5]([O:24][CH3:25])[CH:4]=1, predict the reactants needed to synthesize it. (3) The reactants are: [C:1]([O:5][C:6](=[O:13])[NH:7][CH2:8][CH2:9][CH2:10][CH2:11][NH2:12])([CH3:4])([CH3:3])[CH3:2].[CH:14](=O)[CH3:15].C([O-])([O-])=O.[K+].[K+].[BH4-].[Na+]. Given the product [C:1]([O:5][C:6](=[O:13])[NH:7][CH2:8][CH2:9][CH2:10][CH2:11][NH:12][CH2:14][CH3:15])([CH3:4])([CH3:2])[CH3:3], predict the reactants needed to synthesize it. (4) The reactants are: [OH:1][C:2]1[CH:9]=[CH:8][C:5]([CH:6]=[O:7])=[CH:4][CH:3]=1.Br[CH2:11][CH2:12][CH2:13][CH2:14][CH2:15][CH2:16][CH2:17][CH2:18][CH2:19][CH2:20][CH2:21][CH3:22].C([O-])([O-])=O.[K+].[K+].CN(C=O)C. Given the product [CH2:22]([O:1][C:2]1[CH:9]=[CH:8][C:5]([CH:6]=[O:7])=[CH:4][CH:3]=1)[CH2:21][CH2:20][CH2:19][CH2:18][CH2:17][CH2:16][CH2:15][CH2:14][CH2:13][CH2:12][CH3:11], predict the reactants needed to synthesize it. (5) The reactants are: [NH3:1].CO.[Br:4][C:5]1[CH:23]=[C:22]([F:24])[CH:21]=[CH:20][C:6]=1[CH2:7][C:8]1[N:13]=[C:12]([C:14](OC)=[O:15])[C:11]([OH:18])=[C:10]([OH:19])[N:9]=1. Given the product [Br:4][C:5]1[CH:23]=[C:22]([F:24])[CH:21]=[CH:20][C:6]=1[CH2:7][C:8]1[NH:9][C:10](=[O:19])[C:11]([OH:18])=[C:12]([C:14]([NH2:1])=[O:15])[N:13]=1, predict the reactants needed to synthesize it.